Dataset: Peptide-MHC class I binding affinity with 185,985 pairs from IEDB/IMGT. Task: Regression. Given a peptide amino acid sequence and an MHC pseudo amino acid sequence, predict their binding affinity value. This is MHC class I binding data. (1) The peptide sequence is SPGKFWNTTI. The MHC is HLA-B07:02 with pseudo-sequence HLA-B07:02. The binding affinity (normalized) is 0.841. (2) The peptide sequence is YEDQLHRAS. The MHC is HLA-B39:01 with pseudo-sequence HLA-B39:01. The binding affinity (normalized) is 0.0847.